This data is from Reaction yield outcomes from USPTO patents with 853,638 reactions. The task is: Predict the reaction yield, written as a fraction of the theoretical maximum amount of product (1.0 means a 100% yield; for example, 0.34 means a 34% yield). (1) The reactants are C[O:2][C:3](=[O:34])[CH2:4][C:5]1[CH:10]=[C:9]([Br:11])[C:8]([O:12][C:13]2[CH:18]=[C:17]([CH:19]([CH3:21])[CH3:20])[C:16]([O:22][CH3:23])=[CH:15][C:14]=2[C:24](=[O:32])[C:25]2[CH:30]=[CH:29][CH:28]=[C:27]([CH3:31])[CH:26]=2)=[C:7]([Br:33])[CH:6]=1.Cl. The catalyst is [OH-].[Na+].CO. The product is [Br:11][C:9]1[CH:10]=[C:5]([CH2:4][C:3]([OH:34])=[O:2])[CH:6]=[C:7]([Br:33])[C:8]=1[O:12][C:13]1[CH:18]=[C:17]([CH:19]([CH3:21])[CH3:20])[C:16]([O:22][CH3:23])=[CH:15][C:14]=1[C:24](=[O:32])[C:25]1[CH:30]=[CH:29][CH:28]=[C:27]([CH3:31])[CH:26]=1. The yield is 0.800. (2) The reactants are [NH2:1][C:2]1[CH:7]=[CH:6][C:5](Br)=[CH:4][C:3]=1[NH:9][C:10]([N:12]1[CH2:16][CH2:15][CH2:14][CH2:13]1)=[O:11].[N:17]1[CH:22]=[CH:21][CH:20]=[C:19](B(O)O)[CH:18]=1.C(=O)(O)[O-].[Na+]. The catalyst is C1COCC1.O.[Pd]. The product is [NH2:1][C:2]1[CH:7]=[CH:6][C:5]([C:19]2[CH:18]=[N:17][CH:22]=[CH:21][CH:20]=2)=[CH:4][C:3]=1[NH:9][C:10]([N:12]1[CH2:16][CH2:15][CH2:14][CH2:13]1)=[O:11]. The yield is 0.630. (3) The reactants are [Cl-].[Al+3].[Cl-].[Cl-].ClC1C=CC=CC=1.[Br:12][C:13]1[C:14]([CH3:25])=[CH:15][C:16]2[O:20][C:19]([CH3:22])([CH3:21])[CH2:18][C:17]=2[C:23]=1[CH3:24].[C:26](Cl)(=[O:28])[CH3:27]. The catalyst is C(OCC)(=O)C.O. The yield is 0.0800. The product is [Br:12][C:13]1[C:14]([CH3:25])=[C:15]([C:26](=[O:28])[CH3:27])[C:16]2[O:20][C:19]([CH3:21])([CH3:22])[CH2:18][C:17]=2[C:23]=1[CH3:24]. (4) The reactants are [CH3:1][C:2]1[C:6]([C:7]([NH2:9])=[O:8])=[C:5]([NH:10][C:11](=O)[CH2:12][CH:13]([CH3:15])[CH3:14])[S:4][N:3]=1.Cl. The catalyst is N. The product is [CH2:12]([C:11]1[NH:9][C:7](=[O:8])[C:6]2[C:2]([CH3:1])=[N:3][S:4][C:5]=2[N:10]=1)[CH:13]([CH3:15])[CH3:14]. The yield is 0.260. (5) The reactants are Cl[C:2]1[N:7]=[CH:6][N:5]=[C:4]([C:8]([O:10][CH3:11])=[O:9])[CH:3]=1.C([O-])([O-])=O.[K+].[K+].O.B1(C=C)OB([CH:25]=[CH2:26])OB(C=C)O1.C1C=CN=CC=1. The catalyst is COCCOC.CC#N.O. The product is [CH:25]([C:2]1[N:7]=[CH:6][N:5]=[C:4]([C:8]([O:10][CH3:11])=[O:9])[CH:3]=1)=[CH2:26]. The yield is 0.340. (6) The reactants are [C:1]1(=[O:13])[C:10]2[C:5](=[CH:6][CH:7]=[CH:8][CH:9]=2)[CH2:4][CH2:3][C:2]1=[N:11]O.[C:14](O)(=[O:16])[CH3:15]. The catalyst is C(OC(=O)C)(=O)C.[Zn]. The product is [O:13]=[C:1]1[C:10]2[C:5](=[CH:6][CH:7]=[CH:8][CH:9]=2)[CH2:4][CH2:3][CH:2]1[NH:11][C:14](=[O:16])[CH3:15]. The yield is 0.660. (7) The reactants are [N+:1]([C:4]1[CH:5]=[C:6]2[C:11](=[CH:12][CH:13]=1)[NH:10][C:9](=[O:14])[CH:8]=[CH:7]2)([O-:3])=[O:2].[F-].[Cs+].[CH2:17](Cl)[C:18]1[CH:23]=[CH:22][CH:21]=[CH:20][CH:19]=1. The catalyst is CN(C=O)C. The product is [N+:1]([C:4]1[CH:5]=[C:6]2[C:11](=[CH:12][CH:13]=1)[N:10]([CH2:17][C:18]1[CH:23]=[CH:22][CH:21]=[CH:20][CH:19]=1)[C:9](=[O:14])[CH:8]=[CH:7]2)([O-:3])=[O:2]. The yield is 0.770. (8) The reactants are [Br:1][C:2]1[S:3][C:4]([C:8]([OH:10])=O)=[C:5]([Br:7])[N:6]=1.S(Cl)(Cl)=O.CN(C)C=O.C(N(CC)CC)C.[CH2:27]([NH2:30])[CH:28]=[CH2:29]. The catalyst is ClCCl.O. The product is [CH2:27]([NH:30][C:8]([C:4]1[S:3][C:2]([Br:1])=[N:6][C:5]=1[Br:7])=[O:10])[CH:28]=[CH2:29]. The yield is 0.500.